From a dataset of Full USPTO retrosynthesis dataset with 1.9M reactions from patents (1976-2016). Predict the reactants needed to synthesize the given product. (1) Given the product [Cl:23][C:24]1[C:29]([C:30]([NH:20][C:15]2[CH:16]=[CH:17][CH:18]=[C:19]3[C:14]=2[N:13]=[CH:12][N:11]=[C:10]3[NH:9][C:5]2[CH:6]=[CH:7][CH:8]=[C:3]([C:2]([F:1])([F:21])[F:22])[CH:4]=2)=[O:31])=[C:28]([F:33])[C:27]([CH2:34][NH:35][C:36](=[O:41])[C:37]([CH3:39])([CH3:38])[CH3:40])=[CH:26][CH:25]=1, predict the reactants needed to synthesize it. The reactants are: [F:1][C:2]([F:22])([F:21])[C:3]1[CH:4]=[C:5]([NH:9][C:10]2[C:19]3[C:14](=[C:15]([NH2:20])[CH:16]=[CH:17][CH:18]=3)[N:13]=[CH:12][N:11]=2)[CH:6]=[CH:7][CH:8]=1.[Cl:23][C:24]1[C:29]([C:30](O)=[O:31])=[C:28]([F:33])[C:27]([CH2:34][NH:35][C:36](=[O:41])[C:37]([CH3:40])([CH3:39])[CH3:38])=[CH:26][CH:25]=1.C(Cl)(=O)C(Cl)=O.CCN(C(C)C)C(C)C. (2) The reactants are: C[O:2][C:3](=O)[C:4]1[CH:9]=[C:8]([CH3:10])[C:7]([F:11])=[CH:6][C:5]=1[F:12].[H-].[Al+3].[Li+].[H-].[H-].[H-]. Given the product [F:12][C:5]1[CH:6]=[C:7]([F:11])[C:8]([CH3:10])=[CH:9][C:4]=1[CH2:3][OH:2], predict the reactants needed to synthesize it. (3) Given the product [O:10]=[C:1]1[CH2:2][CH2:3][C:17]2[C:12](=[CH:13][C:14]([CH2:18][C:19]([O:21][CH3:22])=[O:20])=[CH:15][CH:16]=2)[NH:11]1, predict the reactants needed to synthesize it. The reactants are: [C:1]([NH:11][C:12]1[CH:13]=[C:14]([CH2:18][C:19]([O:21][CH3:22])=[O:20])[CH:15]=[CH:16][CH:17]=1)(=[O:10])/[CH:2]=[CH:3]/C1C=CC=CC=1.[Al+3].[Cl-].[Cl-].[Cl-]. (4) Given the product [Br:15][C:11]1[C:12](=[O:14])[NH:13][C:8]([C:6]2[CH:7]=[C:2]([NH:1][CH:33]3[CH:31]([OH:32])[CH:29]([OH:30])[CH:27]([CH:25]([OH:26])[CH2:24][OH:23])[O:34]3)[CH:3]=[CH:4][C:5]=2[O:19][CH2:20][CH2:21][CH3:22])=[N:9][C:10]=1[CH:16]([CH3:18])[CH3:17], predict the reactants needed to synthesize it. The reactants are: [NH2:1][C:2]1[CH:3]=[CH:4][C:5]([O:19][CH2:20][CH2:21][CH3:22])=[C:6]([C:8]2[NH:13][C:12](=[O:14])[C:11]([Br:15])=[C:10]([CH:16]([CH3:18])[CH3:17])[N:9]=2)[CH:7]=1.[O:23]=[CH:24][C@H:25]([C@H:27]([C@@H:29]([C@@H:31]([CH2:33][OH:34])[OH:32])[OH:30])O)[OH:26].